This data is from Catalyst prediction with 721,799 reactions and 888 catalyst types from USPTO. The task is: Predict which catalyst facilitates the given reaction. (1) Reactant: Br[C:2]1[S:6][C:5]([C:7]2[CH:8]=[N:9][CH:10]=[CH:11][CH:12]=2)=[N:4][C:3]=1[CH3:13].C([Mg]Cl)(C)C.[Li+].[Cl-].[CH2:21]([Sn:25](Cl)([CH2:30][CH2:31][CH2:32][CH3:33])[CH2:26][CH2:27][CH2:28][CH3:29])[CH2:22][CH2:23][CH3:24]. The catalyst class is: 1. Product: [CH2:30]([Sn:25]([CH2:21][CH2:22][CH2:23][CH3:24])([CH2:26][CH2:27][CH2:28][CH3:29])[C:2]1[S:6][C:5]([C:7]2[CH:8]=[N:9][CH:10]=[CH:11][CH:12]=2)=[N:4][C:3]=1[CH3:13])[CH2:31][CH2:32][CH3:33]. (2) Reactant: [CH2:1]([O:8][C:9]1[C:14]([O:15][CH3:16])=[CH:13][C:12](/[CH:17]=[CH:18]/[C:19]([NH:21][CH2:22][CH2:23][C:24]2[CH:29]=[CH:28][C:27]([O:30][CH3:31])=[C:26]([O:32][CH2:33][C:34]3[CH:39]=[CH:38][CH:37]=[CH:36][CH:35]=3)[CH:25]=2)=O)=[CH:11][C:10]=1[O:40][CH3:41])[C:2]1[CH:7]=[CH:6][CH:5]=[CH:4][CH:3]=1.O=P(Cl)(Cl)Cl.[BH4-].[Na+]. Product: [CH2:33]([O:32][C:26]1[CH:25]=[C:24]2[C:29](=[CH:28][C:27]=1[O:30][CH3:31])[CH:19](/[CH:18]=[CH:17]/[C:12]1[CH:11]=[C:10]([O:40][CH3:41])[C:9]([O:8][CH2:1][C:2]3[CH:7]=[CH:6][CH:5]=[CH:4][CH:3]=3)=[C:14]([O:15][CH3:16])[CH:13]=1)[NH:21][CH2:22][CH2:23]2)[C:34]1[CH:35]=[CH:36][CH:37]=[CH:38][CH:39]=1. The catalyst class is: 10. (3) Reactant: Cl[C:2]1[CH:3]=[CH:4][C:5]2[N:6]([C:8]([C:11]3[C:12]([O:17][CH3:18])=[N:13][CH:14]=[CH:15][CH:16]=3)=[CH:9][N:10]=2)[N:7]=1.[NH2:19][C@@H:20]1[CH2:25][CH2:24][CH2:23][N:22]([C:26]([O:28][C:29]([CH3:32])([CH3:31])[CH3:30])=[O:27])[CH2:21]1.C1(P(C2CCCCC2)C2C=CC=CC=2C2C(N(C)C)=CC=CC=2)CCCCC1.CC(C)([O-])C.[Na+]. Product: [CH3:18][O:17][C:12]1[C:11]([C:8]2[N:6]3[N:7]=[C:2]([NH:19][C@@H:20]4[CH2:25][CH2:24][CH2:23][N:22]([C:26]([O:28][C:29]([CH3:32])([CH3:31])[CH3:30])=[O:27])[CH2:21]4)[CH:3]=[CH:4][C:5]3=[N:10][CH:9]=2)=[CH:16][CH:15]=[CH:14][N:13]=1. The catalyst class is: 11. (4) Reactant: [N+:1]([C:4]1[CH:16]=[CH:15][C:14]2[C:13]3[C:8](=[CH:9][CH:10]=[CH:11][CH:12]=3)[CH2:7][C:6]=2[CH:5]=1)([O-:3])=[O:2].[O:17]=[C:18]1[C:23]([CH:24]=O)=[CH:22][CH:21]=[CH:20][NH:19]1.C(Cl)Cl. Product: [N+:1]([C:4]1[CH:16]=[CH:15][C:14]2[C:13]3[C:8](=[CH:9][CH:10]=[CH:11][CH:12]=3)[C:7](=[CH:24][C:23]3[C:18](=[O:17])[NH:19][CH:20]=[CH:21][CH:22]=3)[C:6]=2[CH:5]=1)([O-:3])=[O:2]. The catalyst class is: 5. (5) Reactant: [Br:1][C:2]1[C:10]([F:11])=[CH:9][CH:8]=[C:7]2[C:3]=1[C:4]([NH2:12])=[N:5][NH:6]2.CC1(C)OC(=O)[CH:17]([C:21]([CH:23]2[CH2:28][CH2:27][N:26]([C:29]([O:31][C:32]([CH3:35])([CH3:34])[CH3:33])=[O:30])[CH2:25][CH2:24]2)=O)[C:16](=O)[O:15]1.P([O-])([O-])([O-])=O.[K+].[K+].[K+]. Product: [Br:1][C:2]1[C:3]2[C:7]([CH:8]=[CH:9][C:10]=1[F:11])=[N:6][N:5]1[C:21]([CH:23]3[CH2:28][CH2:27][N:26]([C:29]([O:31][C:32]([CH3:35])([CH3:34])[CH3:33])=[O:30])[CH2:25][CH2:24]3)=[CH:17][C:16](=[O:15])[NH:12][C:4]=21. The catalyst class is: 10. (6) Reactant: I[C:2]1[C:10]2[C:5](=[CH:6][CH:7]=[C:8]([O:11][CH3:12])[CH:9]=2)[N:4]([CH3:13])[N:3]=1.C([Mg]Cl)(C)C.[CH2:19]([Sn:23]([CH2:29][CH2:30][CH2:31][CH3:32])([CH2:25][CH2:26][CH2:27][CH3:28])Cl)[CH2:20][CH2:21][CH3:22]. Product: [CH3:12][O:11][C:8]1[CH:9]=[C:10]2[C:5](=[CH:6][CH:7]=1)[N:4]([CH3:13])[N:3]=[C:2]2[Sn:23]([CH2:25][CH2:26][CH2:27][CH3:28])([CH2:29][CH2:30][CH2:31][CH3:32])[CH2:19][CH2:20][CH2:21][CH3:22]. The catalyst class is: 1. (7) Reactant: [CH3:1][C:2]1[CH:11]=[CH:10][CH:9]=[C:8]2[C:3]=1[C:4](=[O:29])[N:5]([C:23]1[CH:28]=[CH:27][CH:26]=[CH:25][CH:24]=1)[C:6]([C@@H:12]([NH:15]C(=O)OC(C)(C)C)[CH2:13][CH3:14])=[N:7]2.Cl. Product: [NH2:15][C@H:12]([C:6]1[N:5]([C:23]2[CH:24]=[CH:25][CH:26]=[CH:27][CH:28]=2)[C:4](=[O:29])[C:3]2[C:8](=[CH:9][CH:10]=[CH:11][C:2]=2[CH3:1])[N:7]=1)[CH2:13][CH3:14]. The catalyst class is: 161.